From a dataset of Forward reaction prediction with 1.9M reactions from USPTO patents (1976-2016). Predict the product of the given reaction. (1) Given the reactants [N:1]([CH2:4][CH2:5][N:6]([CH:18]([CH3:20])[CH3:19])[C:7]([C:9]1[N:10]=[C:11]([N:14]2[CH2:17][CH2:16][CH2:15]2)[S:12][CH:13]=1)=[O:8])=[N+]=[N-].[Si:21]([O:38]C1CNC1)([C:34]([CH3:37])([CH3:36])[CH3:35])([C:28]1[CH:33]=[CH:32][CH:31]=[CH:30][CH:29]=1)[C:22]1[CH:27]=[CH:26][CH:25]=[CH:24][CH:23]=1.[N+:43]([C:46]1[CH:56]=[CH:55][C:49]([CH2:50][O:51][C:52](Cl)=[O:53])=[CH:48][CH:47]=1)([O-:45])=[O:44].C(N(CC)CC)C, predict the reaction product. The product is: [Si:21]([O:38][CH:16]1[CH2:17][N:14]([C:11]2[S:12][CH:13]=[C:9]([C:7](=[O:8])[N:6]([CH:18]([CH3:20])[CH3:19])[CH2:5][CH2:4][NH:1][C:52]([O:51][CH2:50][C:49]3[CH:48]=[CH:47][C:46]([N+:43]([O-:45])=[O:44])=[CH:56][CH:55]=3)=[O:53])[N:10]=2)[CH2:15]1)([C:34]([CH3:37])([CH3:35])[CH3:36])([C:28]1[CH:29]=[CH:30][CH:31]=[CH:32][CH:33]=1)[C:22]1[CH:27]=[CH:26][CH:25]=[CH:24][CH:23]=1. (2) Given the reactants [CH2:1]([N:3]1[C:7]2[N:8]=[C:9]([C:18]3[CH:23]=[CH:22][C:21]([NH:24][C:25]([NH:27][C:28]4[CH:36]=[CH:35][C:31]([C:32]([OH:34])=O)=[CH:30][CH:29]=4)=[O:26])=[CH:20][CH:19]=3)[N:10]=[C:11]([N:12]3[CH2:17][CH2:16][O:15][CH2:14][CH2:13]3)[C:6]=2[N:5]=[N:4]1)[CH3:2].N[CH:38]([N:40]1[CH2:45][CH2:44][CH2:43][CH2:42][CH2:41]1)[CH3:39].CC[N:48](CC)CC.C1C=CC2N(O)N=NC=2C=1.CCN=C=NCCCN(C)C, predict the reaction product. The product is: [CH2:1]([N:3]1[C:7]2[N:8]=[C:9]([C:18]3[CH:19]=[CH:20][C:21]([NH:24][C:25]([NH:27][C:28]4[CH:36]=[CH:35][C:31]([C:32]([NH:48][CH2:39][CH2:38][N:40]5[CH2:45][CH2:44][CH2:43][CH2:42][CH2:41]5)=[O:34])=[CH:30][CH:29]=4)=[O:26])=[CH:22][CH:23]=3)[N:10]=[C:11]([N:12]3[CH2:17][CH2:16][O:15][CH2:14][CH2:13]3)[C:6]=2[N:5]=[N:4]1)[CH3:2]. (3) Given the reactants [Cl:1][C:2]1[CH:11]=[C:10](Cl)[CH:9]=[C:8]2[C:3]=1[C:4](=[O:23])[C:5]([C:15]1[CH:20]=[CH:19][C:18]([O:21][CH3:22])=[CH:17][CH:16]=1)([CH3:14])[C:6](=[O:13])[NH:7]2.[CH3:24][N:25]1[CH2:30][CH2:29][NH:28][CH2:27][CH2:26]1, predict the reaction product. The product is: [Cl:1][C:2]1[CH:11]=[C:10]([N:28]2[CH2:29][CH2:30][N:25]([CH3:24])[CH2:26][CH2:27]2)[CH:9]=[C:8]2[C:3]=1[C:4](=[O:23])[C:5]([C:15]1[CH:20]=[CH:19][C:18]([O:21][CH3:22])=[CH:17][CH:16]=1)([CH3:14])[C:6](=[O:13])[NH:7]2.